Dataset: Retrosynthesis with 50K atom-mapped reactions and 10 reaction types from USPTO. Task: Predict the reactants needed to synthesize the given product. (1) Given the product CCc1c(CN(C)C(=O)/C=C/c2cnc3c(c2)OCC(=O)N3)oc2ccccc12, predict the reactants needed to synthesize it. The reactants are: CCc1c(CNC)oc2ccccc12.O=C(O)/C=C/c1cnc2c(c1)OCC(=O)N2. (2) The reactants are: CCOc1ccc(Br)cc1-c1cc(Cl)nc(N)n1.Nc1ccc(C(O)C(F)(F)F)cc1. Given the product CCOc1ccc(Br)cc1-c1cc(Nc2ccc(C(O)C(F)(F)F)cc2)nc(N)n1, predict the reactants needed to synthesize it.